Dataset: Full USPTO retrosynthesis dataset with 1.9M reactions from patents (1976-2016). Task: Predict the reactants needed to synthesize the given product. (1) Given the product [CH3:3][C:4]1([C:9]2[S:10][CH:11]=[C:12]([CH2:14][N:15]3[N:19]=[C:18]([NH2:20])[CH:17]=[N:16]3)[N:13]=2)[O:5][CH2:6][CH2:7][O:8]1, predict the reactants needed to synthesize it. The reactants are: N#N.[CH3:3][C:4]1([C:9]2[S:10][CH:11]=[C:12]([CH2:14][N:15]3[N:19]=[C:18]([N+:20]([O-])=O)[CH:17]=[N:16]3)[N:13]=2)[O:8][CH2:7][CH2:6][O:5]1.[NH4+].[Cl-]. (2) Given the product [Br:1][C:2]1[C:3]([O:22][CH2:29][CH:31]2[CH2:32][O:33]2)=[CH:4][CH:5]=[C:6]2[C:10]=1[N:9]([CH2:11][CH:12]([O:14][Si:15]([C:18]([CH3:21])([CH3:20])[CH3:19])([CH3:16])[CH3:17])[CH3:13])[N:8]=[CH:7]2, predict the reactants needed to synthesize it. The reactants are: [Br:1][C:2]1[C:3]([OH:22])=[CH:4][CH:5]=[C:6]2[C:10]=1[N:9]([CH2:11][CH:12]([O:14][Si:15]([C:18]([CH3:21])([CH3:20])[CH3:19])([CH3:17])[CH3:16])[CH3:13])[N:8]=[CH:7]2.C(=O)([O-])[O-].[K+].[K+].[CH2:29]([CH:31]1[O:33][CH2:32]1)Br. (3) Given the product [F:1][C:2]1[CH:8]=[CH:7][C:5]([NH:6][CH3:33])=[CH:4][C:3]=1[C:9]1[O:10][C:11]2[C:12]([N:32]=1)=[N:13][CH:14]=[C:15]([C:17]1[CH:22]=[CH:21][C:20]([O:23][CH2:24][CH2:25][N:26]3[CH2:31][CH2:30][O:29][CH2:28][CH2:27]3)=[CH:19][CH:18]=1)[CH:16]=2, predict the reactants needed to synthesize it. The reactants are: [F:1][C:2]1[CH:8]=[CH:7][C:5]([NH2:6])=[CH:4][C:3]=1[C:9]1[O:10][C:11]2[C:12]([N:32]=1)=[N:13][CH:14]=[C:15]([C:17]1[CH:22]=[CH:21][C:20]([O:23][CH2:24][CH2:25][N:26]3[CH2:31][CH2:30][O:29][CH2:28][CH2:27]3)=[CH:19][CH:18]=1)[CH:16]=2.[C:33]([O-])(=O)C.[Na+].C(O[BH-](OC(=O)C)OC(=O)C)(=O)C.[Na+]. (4) Given the product [C:13]([C:4]1[CH:3]=[C:2]([CH:7]=[CH:6][C:5]=1[N:8]([CH2:11][CH3:12])[CH2:9][CH3:10])[CH:25]=[O:26])([CH3:16])([CH3:15])[CH3:14], predict the reactants needed to synthesize it. The reactants are: Br[C:2]1[CH:7]=[CH:6][C:5]([N:8]([CH2:11][CH3:12])[CH2:9][CH3:10])=[C:4]([C:13]([CH3:16])([CH3:15])[CH3:14])[CH:3]=1.[Li]CCCC.CN([CH:25]=[O:26])C.[Cl-].[NH4+]. (5) Given the product [F:19][C:20]1[CH:25]=[C:24]([CH:4]([C:3]([O:11][CH2:12][C:13]2[CH:14]=[CH:15][CH:16]=[CH:17][CH:18]=2)=[O:10])[C:5]([O:7][CH2:8][CH3:9])=[O:6])[CH:23]=[CH:22][C:21]=1[N+:27]([O-:29])=[O:28], predict the reactants needed to synthesize it. The reactants are: [H-].[Na+].[C:3]([O:11][CH2:12][C:13]1[CH:18]=[CH:17][CH:16]=[CH:15][CH:14]=1)(=[O:10])[CH2:4][C:5]([O:7][CH2:8][CH3:9])=[O:6].[F:19][C:20]1[CH:25]=[C:24](F)[CH:23]=[CH:22][C:21]=1[N+:27]([O-:29])=[O:28].